Dataset: Retrosynthesis with 50K atom-mapped reactions and 10 reaction types from USPTO. Task: Predict the reactants needed to synthesize the given product. (1) Given the product CN(C)C(=O)C(C)(C)NC(=O)OCc1ccccc1, predict the reactants needed to synthesize it. The reactants are: CC(C)(NC(=O)OCc1ccccc1)C(=O)O.CNC. (2) Given the product [N-]=[N+]=NC[C@H]1CN(C(=O)OCc2ccccc2)C[C@@H]1O, predict the reactants needed to synthesize it. The reactants are: CC(C)(C)[Si](C)(C)O[C@H]1CN(C(=O)OCc2ccccc2)C[C@@H]1CN=[N+]=[N-]. (3) The reactants are: CC1(C)CN(Cc2cccnc2)c2ccc(O)cc21.O=C=NCc1ccccc1. Given the product CC1(C)CN(Cc2cccnc2)c2ccc(OC(=O)NCc3ccccc3)cc21, predict the reactants needed to synthesize it. (4) Given the product c1cc(CCC2OCCO2)c2ccncc2c1, predict the reactants needed to synthesize it. The reactants are: C(=CC1OCCO1)c1cccc2cnccc12. (5) Given the product O=C(CC12CC3CC(CC(C3)C1)C2)Nc1ncnc2c1CCNC2, predict the reactants needed to synthesize it. The reactants are: O=C(CC12CC3CC(CC(C3)C1)C2)Nc1ncnc2c1CCN(Cc1ccccc1)C2. (6) Given the product Fc1cccc2cc(Br)c(CBr)nc12, predict the reactants needed to synthesize it. The reactants are: Cc1nc2c(F)cccc2cc1Br.O=C1CCC(=O)N1Br. (7) Given the product O=c1ccc2ncc(F)c3c2n1[C@@H](CN1CCC(NCc2cc4c(cn2)OCS4)CC1)CO3, predict the reactants needed to synthesize it. The reactants are: NC1CCN(C[C@H]2COc3c(F)cnc4ccc(=O)n2c34)CC1.O=Cc1cc2c(cn1)OCS2. (8) Given the product O=[N+]([O-])c1ccc(-n2ccnc2)cc1, predict the reactants needed to synthesize it. The reactants are: O=[N+]([O-])c1ccc(F)cc1.c1c[nH]cn1. (9) Given the product Cc1nn2ccc(OCc3ccccc3)cc2c1C#N, predict the reactants needed to synthesize it. The reactants are: Cc1nn2ccc(OCc3ccccc3)cc2c1C(N)=O. (10) Given the product Cc1cc2ccccc2n1-c1ccc(OCc2ccccc2)cc1, predict the reactants needed to synthesize it. The reactants are: Cc1cc2ccccc2[nH]1.Ic1ccc(OCc2ccccc2)cc1.